Dataset: HIV replication inhibition screening data with 41,000+ compounds from the AIDS Antiviral Screen. Task: Binary Classification. Given a drug SMILES string, predict its activity (active/inactive) in a high-throughput screening assay against a specified biological target. (1) The drug is Fc1ccc(C2SCc3nc4ccccc4n32)c(F)c1. The result is 0 (inactive). (2) The drug is N#Cc1c(N)nc(-c2ccc(Cl)cc2)c2c1-c1ccccc1S(=O)(=O)CC2. The result is 0 (inactive). (3) The molecule is Cc1c(C)c2ccc3oc4ccccc4c3c2oc1=O. The result is 0 (inactive). (4) The drug is COc1ccc(C(C#N)=Cc2ccccc2OC)cc1. The result is 0 (inactive).